This data is from Full USPTO retrosynthesis dataset with 1.9M reactions from patents (1976-2016). The task is: Predict the reactants needed to synthesize the given product. (1) Given the product [OH:4][C:5]1[CH:6]=[CH:7][C:8]([C:9]([O:11][CH3:12])=[O:10])=[CH:13][C:14]=1[CH2:23][CH:18]=[CH2:19], predict the reactants needed to synthesize it. The reactants are: C([O:4][C:5]1[CH:14]=[CH:13][C:8]([C:9]([O:11][CH3:12])=[O:10])=[CH:7][CH:6]=1)C=C.Cl.CN(C)[C:18]1[CH:23]=CC=C[CH:19]=1. (2) Given the product [OH:2][CH2:1][CH2:4][C:5]1[CH:10]=[CH:9][C:8]([CH2:11][CH2:12][OH:13])=[CH:7][CH:6]=1, predict the reactants needed to synthesize it. The reactants are: [C:1]([CH2:4][C:5]1[CH:10]=[CH:9][C:8]([CH2:11][C:12](O)=[O:13])=[CH:7][CH:6]=1)(O)=[O:2].CSC.B. (3) Given the product [NH2:1][C:2]1[C:7]([C:8](=[O:9])[C:10]2[CH:15]=[C:14]([F:16])[C:13]([CH3:17])=[CH:12][C:11]=2[O:18][CH3:19])=[CH:6][N:5]=[C:4]([NH:24][CH:25]2[CH2:30][CH2:29][N:28]([C:31](=[O:33])[CH3:32])[CH2:27][CH2:26]2)[N:3]=1, predict the reactants needed to synthesize it. The reactants are: [NH2:1][C:2]1[C:7]([C:8]([C:10]2[CH:15]=[C:14]([F:16])[C:13]([CH3:17])=[CH:12][C:11]=2[O:18][CH3:19])=[O:9])=[CH:6][N:5]=[C:4](S(CC)=O)[N:3]=1.[NH2:24][CH:25]1[CH2:30][CH2:29][N:28]([C:31](=[O:33])[CH3:32])[CH2:27][CH2:26]1. (4) Given the product [NH:8]1[C:9]2[C:5](=[CH:4][CH:3]=[CH:2][CH:10]=2)[CH:6]=[CH:7]1, predict the reactants needed to synthesize it. The reactants are: F[C:2]1[CH:10]=[C:9]2[C:5]([CH:6]=[CH:7][NH:8]2)=[CH:4][CH:3]=1.C1(CBr)CC1.CN1C(SC2SC(N)=NC=2)=NN=N1. (5) Given the product [CH3:34][N:35]([CH3:36])[C:4]([C:6]1[CH:7]=[N:8][N:9]([C:11]2[C:16]([NH:17][S:18]([C:21]3[CH:22]=[CH:23][C:24]([C:27]([CH3:29])([CH3:28])[CH3:30])=[CH:25][CH:26]=3)(=[O:20])=[O:19])=[CH:15][C:14]([Cl:31])=[CH:13][N:12]=2)[CH:10]=1)=[O:3], predict the reactants needed to synthesize it. The reactants are: C([O:3][C:4]([C:6]1[CH:7]=[N:8][N:9]([C:11]2[C:16]([NH:17][S:18]([C:21]3[CH:26]=[CH:25][C:24]([C:27]([CH3:30])([CH3:29])[CH3:28])=[CH:23][CH:22]=3)(=[O:20])=[O:19])=[CH:15][C:14]([Cl:31])=[CH:13][N:12]=2)[CH:10]=1)=O)C.[OH-].[Na+].[CH3:34][NH:35][CH3:36].C(N(CC)CC)C. (6) Given the product [Cl:1][C:2]1[CH:3]=[C:4]([N:8]([CH2:9][C:10]2[C:19]3[C:14](=[C:15]([F:20])[CH:16]=[CH:17][CH:18]=3)[NH:13][C:12](=[O:21])[CH:11]=2)[C:32]([C:23]2[CH:24]=[CH:25][C:26]3[C:31](=[CH:30][CH:29]=[CH:28][CH:27]=3)[CH:22]=2)=[O:33])[CH:5]=[CH:6][CH:7]=1, predict the reactants needed to synthesize it. The reactants are: [Cl:1][C:2]1[CH:3]=[C:4]([NH:8][CH2:9][C:10]2[C:19]3[C:14](=[C:15]([F:20])[CH:16]=[CH:17][CH:18]=3)[NH:13][C:12](=[O:21])[CH:11]=2)[CH:5]=[CH:6][CH:7]=1.[CH:22]1[C:31]2[C:26](=[CH:27][CH:28]=[CH:29][CH:30]=2)[CH:25]=[CH:24][C:23]=1[C:32](Cl)=[O:33]. (7) The reactants are: C(OC([NH:8][C@H:9]1[CH2:14][CH2:13][C@H:12]([C:15]([OH:17])=[O:16])[CH2:11][CH2:10]1)=O)(C)(C)C.CC(=O)OCC.Cl. Given the product [NH2:8][C@H:9]1[CH2:14][CH2:13][C@H:12]([C:15]([OH:17])=[O:16])[CH2:11][CH2:10]1, predict the reactants needed to synthesize it. (8) Given the product [N:1]12[CH2:6][CH2:5][CH:4]([CH2:3][CH2:2]1)[CH2:7][CH2:8][CH2:9]2, predict the reactants needed to synthesize it. The reactants are: [N:1]1[CH:6]=[CH:5][C:4]([CH2:7][CH2:8][CH2:9]O)=[CH:3][CH:2]=1.[Na].I.[OH-].[Na+].